This data is from Peptide-MHC class I binding affinity with 185,985 pairs from IEDB/IMGT. The task is: Regression. Given a peptide amino acid sequence and an MHC pseudo amino acid sequence, predict their binding affinity value. This is MHC class I binding data. (1) The peptide sequence is AAMQIIRDI. The MHC is Mamu-B01 with pseudo-sequence Mamu-B01. The binding affinity (normalized) is 0. (2) The peptide sequence is LVSAGIRKV. The MHC is HLA-B18:01 with pseudo-sequence HLA-B18:01. The binding affinity (normalized) is 0. (3) The peptide sequence is YLPYDIFCR. The MHC is HLA-B51:01 with pseudo-sequence HLA-B51:01. The binding affinity (normalized) is 0.0847. (4) The peptide sequence is KVTKYLPLDK. The MHC is Patr-A0401 with pseudo-sequence Patr-A0401. The binding affinity (normalized) is 0.291. (5) The peptide sequence is SAEDNYLAK. The MHC is HLA-A31:01 with pseudo-sequence HLA-A31:01. The binding affinity (normalized) is 0. (6) The peptide sequence is VWLGFIAGL. The MHC is HLA-A24:02 with pseudo-sequence HLA-A24:02. The binding affinity (normalized) is 0.00588. (7) The peptide sequence is FPVTPQVPLR. The MHC is HLA-B40:02 with pseudo-sequence HLA-B40:02. The binding affinity (normalized) is 0. (8) The peptide sequence is KAIITPVVFY. The MHC is HLA-A33:01 with pseudo-sequence HLA-A33:01. The binding affinity (normalized) is 0. (9) The peptide sequence is SLLQNDQPI. The MHC is H-2-Kb with pseudo-sequence H-2-Kb. The binding affinity (normalized) is 0.360.